The task is: Predict the reactants needed to synthesize the given product.. This data is from Full USPTO retrosynthesis dataset with 1.9M reactions from patents (1976-2016). (1) The reactants are: [Cl:1][C:2]1[C:7]([CH2:8][NH:9][CH2:10][C@@H:11]([C:13]2[CH:18]=[CH:17][CH:16]=[CH:15][CH:14]=2)[OH:12])=[CH:6][CH:5]=[C:4]([Cl:19])[N:3]=1.C=O.[C:22](O)(=O)C. Given the product [Cl:1][C:2]1[C:7]([CH2:8][N:9]([CH3:22])[CH2:10][C@@H:11]([C:13]2[CH:14]=[CH:15][CH:16]=[CH:17][CH:18]=2)[OH:12])=[CH:6][CH:5]=[C:4]([Cl:19])[N:3]=1, predict the reactants needed to synthesize it. (2) Given the product [NH:1]1[C:5]2=[N:6][CH:7]=[CH:8][CH:9]=[C:4]2[C:3]([CH2:10][C:11]([O:13][CH3:14])=[O:12])=[N:2]1, predict the reactants needed to synthesize it. The reactants are: [NH:1]1[C:5]2=[N:6][CH:7]=[CH:8][CH:9]=[C:4]2[C:3]([CH2:10][C:11]([OH:13])=[O:12])=[N:2]1.[CH3:14]O.